Dataset: Full USPTO retrosynthesis dataset with 1.9M reactions from patents (1976-2016). Task: Predict the reactants needed to synthesize the given product. (1) Given the product [Cl:1][C:2]1[C:7]([Cl:8])=[CH:6][CH:5]=[CH:4][C:3]=1[N:9]1[CH2:10][CH2:11][N:12]([CH2:15][CH2:16][CH2:17][NH:18][C:19]([C:21]2[C:25]([OH:26])=[C:24]([C:28]3[CH:29]=[CH:30][CH:31]=[CH:32][CH:33]=3)[N:23]([CH3:34])[C:22]=2[CH3:35])=[O:20])[CH2:13][CH2:14]1, predict the reactants needed to synthesize it. The reactants are: [Cl:1][C:2]1[C:7]([Cl:8])=[CH:6][CH:5]=[CH:4][C:3]=1[N:9]1[CH2:14][CH2:13][N:12]([CH2:15][CH2:16][CH2:17][NH:18][C:19]([C:21]2[C:25]([O:26]C)=[C:24]([C:28]3[CH:33]=[CH:32][CH:31]=[CH:30][CH:29]=3)[N:23]([CH3:34])[C:22]=2[CH3:35])=[O:20])[CH2:11][CH2:10]1.B(Br)(Br)Br.C(Cl)Cl. (2) The reactants are: C([N:8]1[C@@H:13]2[CH2:14][CH2:15][C@@:9]1([C:17]1[CH:22]=[CH:21][CH:20]=[CH:19][CH:18]=1)[C@H:10]([OH:16])[CH2:11][CH2:12]2)C1C=CC=CC=1.C1CC=CCC=1. Given the product [C:17]1([C@:9]23[NH:8][C@H:13]([CH2:14][CH2:15]2)[CH2:12][CH2:11][C@H:10]3[OH:16])[CH:18]=[CH:19][CH:20]=[CH:21][CH:22]=1, predict the reactants needed to synthesize it. (3) The reactants are: [F:1][C:2]1[CH:7]=[CH:6][C:5]([CH:8]=[CH:9][C:10](O)=O)=[CH:4][CH:3]=1.C(Cl)(=O)C(Cl)=O.S1(CCCC1)(=O)=O.S(N)([NH2:29])(=O)=O.[OH-].[Na+]. Given the product [F:1][C:2]1[CH:7]=[CH:6][C:5](/[CH:8]=[CH:9]/[C:10]#[N:29])=[CH:4][CH:3]=1, predict the reactants needed to synthesize it. (4) Given the product [CH2:20]([O:21][C:22](=[O:23])[NH:13][CH2:12][CH:9]1[CH2:8][CH2:7][C:6]2[CH:1]=[CH:2][CH:3]=[CH:4][C:5]=2[CH2:11][CH2:10]1)[C:17]1[CH:18]=[CH:19][CH:14]=[CH:15][CH:16]=1, predict the reactants needed to synthesize it. The reactants are: [CH:1]1[C:6]2[CH2:7][CH2:8][CH:9]([CH2:12][NH2:13])[CH2:10][CH2:11][C:5]=2[CH:4]=[CH:3][CH:2]=1.[CH:14]1[CH:19]=[CH:18][C:17]([CH2:20][O:21][C:22](Cl)=[O:23])=[CH:16][CH:15]=1.C(N(C(C)C)CC)(C)C. (5) Given the product [NH2:14][C:10]1[CH:9]=[C:8]([N:4]2[C:5](=[O:7])[CH2:6][C:2]([CH3:1])([CH3:18])[C:3]2=[O:17])[CH:13]=[CH:12][CH:11]=1, predict the reactants needed to synthesize it. The reactants are: [CH3:1][C:2]1([CH3:18])[CH2:6][C:5](=[O:7])[N:4]([C:8]2[CH:13]=[CH:12][CH:11]=[C:10]([N+:14]([O-])=O)[CH:9]=2)[C:3]1=[O:17].C([O-])=O.[NH4+]. (6) Given the product [C:34]([N:27]1[C:28]2[C:33](=[CH:32][CH:31]=[CH:30][CH:29]=2)[C:25]([NH:24][C:23]([N:18]2[CH2:19][C@H:20]([F:22])[CH2:21][C@H:17]2[C:15]([NH:14][CH2:13][C:8]2[CH:9]=[CH:10][CH:11]=[CH:12][C:7]=2[C:6]([OH:38])=[O:5])=[O:16])=[O:37])=[CH:26]1)(=[O:36])[NH2:35], predict the reactants needed to synthesize it. The reactants are: C([O:5][C:6](=[O:38])[C:7]1[CH:12]=[CH:11][CH:10]=[CH:9][C:8]=1[CH2:13][NH:14][C:15]([C@@H:17]1[CH2:21][C@@H:20]([F:22])[CH2:19][N:18]1[C:23](=[O:37])[NH:24][C:25]1[C:33]2[C:28](=[CH:29][CH:30]=[CH:31][CH:32]=2)[N:27]([C:34](=[O:36])[NH2:35])[CH:26]=1)=[O:16])(C)(C)C.C(O)(C(F)(F)F)=O. (7) Given the product [OH:13][C:14]1[C:23]2[O:22][CH:21]([CH2:24][OH:25])[CH2:20][O:19][C:18]=2[CH:17]=[CH:16][C:15]=1[C:26](=[N:2][OH:3])[CH3:27], predict the reactants needed to synthesize it. The reactants are: Cl.[NH2:2][OH:3].C(O)C.N1C=CC=CC=1.[OH:13][C:14]1[C:23]2[O:22][C@@H:21]([CH2:24][OH:25])[CH2:20][O:19][C:18]=2[CH:17]=[CH:16][C:15]=1[C:26](=O)[CH3:27].